This data is from TCR-epitope binding with 47,182 pairs between 192 epitopes and 23,139 TCRs. The task is: Binary Classification. Given a T-cell receptor sequence (or CDR3 region) and an epitope sequence, predict whether binding occurs between them. (1) The epitope is KLPDDFTGCV. The TCR CDR3 sequence is CASSESIPSRLADTYEQYF. Result: 1 (the TCR binds to the epitope). (2) The epitope is TSNQVAVLY. The TCR CDR3 sequence is CASSPHGLAGSYEQYF. Result: 0 (the TCR does not bind to the epitope). (3) The epitope is FLKEKGGL. The TCR CDR3 sequence is CASSYLAGQGAPYSNQPQHF. Result: 1 (the TCR binds to the epitope).